Dataset: Full USPTO retrosynthesis dataset with 1.9M reactions from patents (1976-2016). Task: Predict the reactants needed to synthesize the given product. (1) Given the product [F:1][C:2]1[CH:3]=[C:4]([NH:13][C:14]([C@@H:16]2[N:25]([C:26]([CH:28]3[CH2:30][CH:29]3[CH2:31][C:32]([OH:34])=[O:33])=[O:27])[CH2:24][CH2:23][C:22]3[N:21]=[C:20]([O:42][CH3:43])[CH:19]=[CH:18][C:17]2=3)=[O:15])[CH:5]=[C:6]([F:12])[C:7]=1[Si:8]([CH3:11])([CH3:9])[CH3:10], predict the reactants needed to synthesize it. The reactants are: [F:1][C:2]1[CH:3]=[C:4]([NH:13][C:14]([C@@H:16]2[N:25]([C:26]([C@H:28]3[CH2:30][C@@H:29]3[CH2:31][C:32]([O:34]CC3C=CC=CC=3)=[O:33])=[O:27])[CH2:24][CH2:23][C:22]3[N:21]=[C:20]([O:42][CH3:43])[CH:19]=[CH:18][C:17]2=3)=[O:15])[CH:5]=[C:6]([F:12])[C:7]=1[Si:8]([CH3:11])([CH3:10])[CH3:9]. (2) Given the product [OH:16][N:15]=[CH:1][C:3]1[CH:13]=[CH:12][C:6]([CH2:7][NH:8][C:9](=[O:11])[CH3:10])=[CH:5][CH:4]=1, predict the reactants needed to synthesize it. The reactants are: [CH:1]([C:3]1[CH:13]=[CH:12][C:6]([CH2:7][NH:8][C:9](=[O:11])[CH3:10])=[CH:5][CH:4]=1)=O.Cl.[NH2:15][OH:16].C([O-])(=O)C.[Na+]. (3) Given the product [N:1]1([C:8]2[CH:9]=[CH:10][C:11]([N+:30]([O-:32])=[O:31])=[C:12]([C:14](=[C:20]3[CH:29]=[CH:28][C:27]4[C:22](=[CH:23][CH:24]=[CH:25][CH:26]=4)[NH:21]3)[C:15]([O:17][CH2:18][CH3:19])=[O:16])[CH:13]=2)[CH2:6][CH2:5][O:4][CH2:3][CH2:2]1, predict the reactants needed to synthesize it. The reactants are: [NH:1]1[CH2:6][CH2:5][O:4][CH2:3][CH2:2]1.F[C:8]1[CH:9]=[CH:10][C:11]([N+:30]([O-:32])=[O:31])=[C:12]([C:14](=[C:20]2[CH:29]=[CH:28][C:27]3[C:22](=[CH:23][CH:24]=[CH:25][CH:26]=3)[NH:21]2)[C:15]([O:17][CH2:18][CH3:19])=[O:16])[CH:13]=1. (4) Given the product [CH2:1]([O:3][C:4]([CH:6]1[CH2:9][CH2:8][CH:7]1[C:10](=[O:18])[C:11]1[CH:12]=[CH:13][C:14]([O:17][CH2:28][CH2:27][CH2:26][Cl:29])=[CH:15][CH:16]=1)=[O:5])[CH3:2], predict the reactants needed to synthesize it. The reactants are: [CH2:1]([O:3][C:4]([CH:6]1[CH2:9][CH2:8][CH:7]1[C:10](=[O:18])[C:11]1[CH:16]=[CH:15][C:14]([OH:17])=[CH:13][CH:12]=1)=[O:5])[CH3:2].C(=O)([O-])[O-].[K+].[K+].Br[CH:26]([Cl:29])[CH2:27][CH3:28]. (5) Given the product [CH3:8][C:6]1[CH:7]=[C:2]([NH:11][CH:12]([CH3:22])[CH2:13][NH:14][C:15](=[O:21])[O:16][C:17]([CH3:19])([CH3:18])[CH3:20])[CH:3]=[C:4]([CH3:9])[N:5]=1, predict the reactants needed to synthesize it. The reactants are: Cl[C:2]1[CH:7]=[C:6]([CH3:8])[N:5]=[C:4]([CH3:9])[CH:3]=1.Cl.[NH2:11][CH:12]([CH3:22])[CH2:13][NH:14][C:15](=[O:21])[O:16][C:17]([CH3:20])([CH3:19])[CH3:18].C(=O)([O-])[O-].[Cs+].[Cs+].CC1(C)C2C=CC=C(P(C3C=CC=CC=3)C3C=CC=CC=3)C=2OC2C1=CC=CC=2P(C1C=CC=CC=1)C1C=CC=CC=1. (6) Given the product [F:28][C:24]1[CH:25]=[CH:26][CH:27]=[C:2]([F:1])[C:3]=1[C:4]([NH:6][C:7]1[CH:11]=[CH:10][N:9]([CH2:12][C:13]2[CH:18]=[CH:17][C:16]([O:19][CH2:36][CH2:37][O:38][CH3:39])=[CH:15][C:14]=2[C:20]([F:23])([F:21])[F:22])[N:8]=1)=[O:5], predict the reactants needed to synthesize it. The reactants are: [F:1][C:2]1[CH:27]=[CH:26][CH:25]=[C:24]([F:28])[C:3]=1[C:4]([NH:6][C:7]1[CH:11]=[CH:10][N:9]([CH2:12][C:13]2[CH:18]=[CH:17][C:16]([OH:19])=[CH:15][C:14]=2[C:20]([F:23])([F:22])[F:21])[N:8]=1)=[O:5].C(=O)([O-])[O-].[Cs+].[Cs+].Br[CH2:36][CH2:37][O:38][CH3:39].